Dataset: Catalyst prediction with 721,799 reactions and 888 catalyst types from USPTO. Task: Predict which catalyst facilitates the given reaction. (1) Reactant: [Cl:1][C:2]1[C:7]([C:8]([NH:10][C:11]2[CH:34]=[CH:33][C:14]3[CH2:15][CH2:16][C:17]4[C:18]([C:30]([NH2:32])=[O:31])=[N:19][N:20]([C:22]5[CH:27]=[CH:26][C:25]([C:28]#[CH:29])=[CH:24][CH:23]=5)[C:21]=4[C:13]=3[CH:12]=2)=[O:9])=[CH:6][CH:5]=[CH:4][N:3]=1. Product: [Cl:1][C:2]1[C:7]([C:8]([NH:10][C:11]2[CH:34]=[CH:33][C:14]3[CH2:15][CH2:16][C:17]4[C:18]([C:30]([NH2:32])=[O:31])=[N:19][N:20]([C:22]5[CH:27]=[CH:26][C:25]([CH:28]=[CH2:29])=[CH:24][CH:23]=5)[C:21]=4[C:13]=3[CH:12]=2)=[O:9])=[CH:6][CH:5]=[CH:4][N:3]=1. The catalyst class is: 623. (2) Reactant: [F:1][C:2]1([F:14])[CH:7]=[CH:6][CH2:5][O:4][C:3]1([CH3:13])[C:8]([O:10][CH2:11][CH3:12])=[O:9]. Product: [F:14][C:2]1([F:1])[CH2:7][CH2:6][CH2:5][O:4][C:3]1([CH3:13])[C:8]([O:10][CH2:11][CH3:12])=[O:9]. The catalyst class is: 99. (3) Reactant: C1C(=O)N([Br:8])C(=O)C1.[Br:9][C:10]1[CH:11]=[C:12]2[C:17](=[CH:18][CH:19]=1)[N:16]=[C:15]([C:20]([O:22]CC)=[CH2:21])[CH:14]=[CH:13]2. Product: [Br:8][CH2:22][C:20]([C:15]1[CH:14]=[CH:13][C:12]2[C:17](=[CH:18][CH:19]=[C:10]([Br:9])[CH:11]=2)[N:16]=1)=[O:21]. The catalyst class is: 20. (4) Reactant: Cl.[CH:2]1([NH:5][NH2:6])[CH2:4][CH2:3]1.[Cl:7][C:8]1[N:13]=[C:12](Cl)[C:11]([CH:15]=O)=[C:10]([Cl:17])[N:9]=1.CCN(CC)CC.CCOC(C)=O. Product: [Cl:17][C:10]1[N:9]=[C:8]([Cl:7])[N:13]=[C:12]2[N:5]([CH:2]3[CH2:4][CH2:3]3)[N:6]=[CH:15][C:11]=12. The catalyst class is: 14. (5) Reactant: [CH3:1][O:2][C:3]1[CH:8]=[CH:7][C:6]([O:9][CH3:10])=[CH:5][C:4]=1[Br:11]. Product: [Br:11][C:4]1[C:3]([O:2][CH3:1])=[CH:8][C:7]([C:7]2[CH:8]=[C:3]([O:2][CH3:1])[C:4]([Br:11])=[CH:5][C:6]=2[O:9][CH3:10])=[C:6]([O:9][CH3:10])[CH:5]=1. The catalyst class is: 2. (6) Reactant: P([O-])(O)(O)=O.[Na+].ClC1C=CC=C(C(OO)=[O:15])C=1.[CH2:18]([C:23]1[CH:28]=[CH:27][C:26]([C:29]2[CH:34]=[CH:33][C:32]([CH:35]3[CH2:39][CH2:38][C:37](=[O:40])[CH2:36]3)=[CH:31][CH:30]=2)=[CH:25][CH:24]=1)[CH2:19][CH2:20][CH2:21][CH3:22]. Product: [CH2:18]([C:23]1[CH:24]=[CH:25][C:26]([C:29]2[CH:34]=[CH:33][C:32]([CH:35]3[CH2:39][CH2:38][CH2:37][O:40][C:36]3=[O:15])=[CH:31][CH:30]=2)=[CH:27][CH:28]=1)[CH2:19][CH2:20][CH2:21][CH3:22]. The catalyst class is: 68. (7) Reactant: [CH3:1][N:2]1[CH:6]=[CH:5][N:4]=[CH:3]1.[Li]CCCC.[C:12]1([S:18][S:18][C:12]2[CH:17]=[CH:16][CH:15]=[CH:14][CH:13]=2)[CH:17]=[CH:16][CH:15]=[CH:14][CH:13]=1.O. Product: [CH3:1][N:2]1[CH:6]=[CH:5][N:4]=[C:3]1[S:18][C:12]1[CH:17]=[CH:16][CH:15]=[CH:14][CH:13]=1. The catalyst class is: 1. (8) Reactant: C1(C[O:5][C:6](=[O:33])[CH:7]([C:12]2[CH:17]=[C:16]([O:18][CH2:19][CH:20]3[CH2:22][CH2:21]3)[C:15]([C:23]3[CH:24]=[CH:25][C:26]4[C:27]([CH:31]=3)=[N:28][S:29][N:30]=4)=[C:14]([Cl:32])[CH:13]=2)[CH2:8][CH:9]([CH3:11])[CH3:10])CC1.[OH-].[K+]. Product: [N:30]1[S:29][N:28]=[C:27]2[CH:31]=[C:23]([C:15]3[C:16]([O:18][CH2:19][CH:20]4[CH2:22][CH2:21]4)=[CH:17][C:12]([CH:7]([CH2:8][CH:9]([CH3:10])[CH3:11])[C:6]([OH:33])=[O:5])=[CH:13][C:14]=3[Cl:32])[CH:24]=[CH:25][C:26]=12. The catalyst class is: 88.